Dataset: Ames mutagenicity test results for genotoxicity prediction. Task: Regression/Classification. Given a drug SMILES string, predict its toxicity properties. Task type varies by dataset: regression for continuous values (e.g., LD50, hERG inhibition percentage) or binary classification for toxic/non-toxic outcomes (e.g., AMES mutagenicity, cardiotoxicity, hepatotoxicity). Dataset: ames. (1) The drug is CCN(CC)CC#CCOC(=O)C(O)(c1ccccc1)C1CCCCC1. The result is 0 (non-mutagenic). (2) The drug is CC(C)(C)c1c(N)ccc2ccccc12. The result is 0 (non-mutagenic). (3) The result is 0 (non-mutagenic). The drug is c1ccc(-c2nc3ccccc3o2)cc1. (4) The compound is O=C/C=C/C=C/C=O. The result is 1 (mutagenic). (5) The compound is C=C(C)[C@@H]1CC=C(C)C(=O)C1. The result is 0 (non-mutagenic).